From a dataset of Reaction yield outcomes from USPTO patents with 853,638 reactions. Predict the reaction yield, written as a fraction of the theoretical maximum amount of product (1.0 means a 100% yield; for example, 0.34 means a 34% yield). (1) The yield is 0.650. The catalyst is [Fe].O. The product is [Br:1][C:2]1[C:3]([F:11])=[C:4]([NH2:8])[CH:5]=[CH:6][CH:7]=1. The reactants are [Br:1][C:2]1[CH:7]=[CH:6][CH:5]=[C:4]([N+:8]([O-])=O)[C:3]=1[F:11].CC(O)=O.CCO.[OH-].[Na+]. (2) The reactants are CC(OI1(OC(C)=O)(OC(C)=O)[O:14][C:12](=[O:13])[C:11]2[CH:10]=[CH:9][CH:8]=[CH:7][C:6]1=2)=O.C(OCC)(=[O:25])C. The catalyst is ClCCl. The product is [OH:25][C:8]1[CH:9]=[CH:10][C:11]([C:12]([OH:14])=[O:13])=[CH:6][CH:7]=1. The yield is 0.560. (3) The reactants are [F:1][CH:2]([F:13])[C:3]1[N:8]=[C:7]([CH2:9][CH2:10][CH3:11])[NH:6][C:5](=[O:12])[CH:4]=1.Br[CH2:15][C:16]1[CH:21]=[CH:20][C:19]([C:22]2[C:23]([C:28]#[N:29])=[CH:24][CH:25]=[CH:26][CH:27]=2)=[CH:18][CH:17]=1.C(=O)([O-])[O-].[K+].[K+]. The catalyst is C(#N)C.C(OCC)(=O)C. The product is [F:13][CH:2]([F:1])[C:3]1[N:8]=[C:7]([CH2:9][CH2:10][CH3:11])[N:6]([CH2:15][C:16]2[CH:17]=[CH:18][C:19]([C:22]3[C:23]([C:28]#[N:29])=[CH:24][CH:25]=[CH:26][CH:27]=3)=[CH:20][CH:21]=2)[C:5](=[O:12])[CH:4]=1. The yield is 0.380. (4) The reactants are [C:1]1([CH3:16])[CH:6]=[CH:5][C:4]([C:7]2[CH:15]=[CH:14][CH:13]=[CH:12][C:8]=2[C:9]([NH2:11])=O)=[CH:3][CH:2]=1.S(Cl)(Cl)=O. No catalyst specified. The product is [C:1]1([CH3:16])[CH:6]=[CH:5][C:4]([C:7]2[CH:15]=[CH:14][CH:13]=[CH:12][C:8]=2[C:9]#[N:11])=[CH:3][CH:2]=1. The yield is 0.640. (5) The product is [CH3:7][NH:8][C:9]([N:16]1[C:17]([CH3:18])=[C:13]([CH2:11][CH3:12])[C:14]([O:19][C:20]2[CH:25]=[CH:24][C:23]([C:26]([F:29])([F:28])[F:27])=[CH:22][C:21]=2[N+:30]([O-:32])=[O:31])=[N:15]1)=[O:10]. The reactants are C(=O)([O-])[O-].[K+].[K+].[CH3:7][N:8]=[C:9]=[O:10].[CH2:11]([C:13]1[C:14]([O:19][C:20]2[CH:25]=[CH:24][C:23]([C:26]([F:29])([F:28])[F:27])=[CH:22][C:21]=2[N+:30]([O-:32])=[O:31])=[N:15][NH:16][C:17]=1[CH3:18])[CH3:12].Cl. The yield is 0.555. The catalyst is C(OCC)(=O)C. (6) The reactants are [CH2:1]([N:3]([CH2:37][CH3:38])[CH2:4][CH2:5][CH2:6][NH:7][C:8]1[N:9]=[C:10]([C:27]2[C:28]([CH3:36])=[C:29]([CH:33]=[CH:34][CH:35]=2)[C:30](O)=[O:31])[C:11]2[CH:17]=[CH:16][C:15](=[O:18])[N:14]([C:19]3[C:24]([F:25])=[CH:23][CH:22]=[CH:21][C:20]=3[F:26])[C:12]=2[N:13]=1)[CH3:2].CN(C(O[N:54]1N=[N:54][C:49]2[CH:50]=[CH:51][CH:51]=[CH:50][C:49]1=2)=[N+](C)C)C.F[P-](F)(F)(F)(F)F.C(N(CC)CC)C.C1(N)CC1. The catalyst is CN(C=O)C. The product is [CH:49]1([NH:54][C:30](=[O:31])[C:29]2[CH:33]=[CH:34][CH:35]=[C:27]([C:10]3[C:11]4[CH:17]=[CH:16][C:15](=[O:18])[N:14]([C:19]5[C:20]([F:26])=[CH:21][CH:22]=[CH:23][C:24]=5[F:25])[C:12]=4[N:13]=[C:8]([NH:7][CH2:6][CH2:5][CH2:4][N:3]([CH2:37][CH3:38])[CH2:1][CH3:2])[N:9]=3)[C:28]=2[CH3:36])[CH2:51][CH2:50]1. The yield is 0.480.